From a dataset of Reaction yield outcomes from USPTO patents with 853,638 reactions. Predict the reaction yield, written as a fraction of the theoretical maximum amount of product (1.0 means a 100% yield; for example, 0.34 means a 34% yield). The reactants are [F:1][C:2]1[CH:25]=[C:24]([N+:26]([O-:28])=[O:27])[CH:23]=[CH:22][C:3]=1[O:4][C:5]1[CH:10]=[CH:9][N:8]=[C:7]2[CH:11]=[C:12]([C:14]3[N:15]([CH3:21])[C:16]([CH:19]=O)=[CH:17][N:18]=3)[S:13][C:6]=12.[CH3:29][O:30][CH2:31][CH2:32][NH2:33].C(O)(=O)C.C(O[BH-](OC(=O)C)OC(=O)C)(=O)C.[Na+]. The catalyst is C(Cl)Cl. The product is [F:1][C:2]1[CH:25]=[C:24]([N+:26]([O-:28])=[O:27])[CH:23]=[CH:22][C:3]=1[O:4][C:5]1[CH:10]=[CH:9][N:8]=[C:7]2[CH:11]=[C:12]([C:14]3[N:15]([CH3:21])[C:16]([CH2:19][NH:33][CH2:32][CH2:31][O:30][CH3:29])=[CH:17][N:18]=3)[S:13][C:6]=12. The yield is 1.00.